From a dataset of Reaction yield outcomes from USPTO patents with 853,638 reactions. Predict the reaction yield, written as a fraction of the theoretical maximum amount of product (1.0 means a 100% yield; for example, 0.34 means a 34% yield). (1) The reactants are [N+:1]([C:4]1[C:9]2[NH:10][C:11]([NH2:13])=[N:12][C:8]=2[CH:7]=[CH:6][CH:5]=1)([O-])=O.[CH:14]1[C:23]2[C:18](=[CH:19][CH:20]=[CH:21][CH:22]=2)[CH:17]=[C:16]([C:24](O)=[O:25])[N:15]=1.CN(C(ON1N=NC2C=CC=CC1=2)=[N+](C)C)C.F[P-](F)(F)(F)(F)F. The catalyst is CN(C=O)C.CCN(C(C)C)C(C)C.C([O-])(O)=O.[Na+].O. The product is [NH2:1][C:4]1[C:9]2[NH:10][C:11]([NH:13][C:24]([C:16]3[N:15]=[CH:14][C:23]4[C:18]([CH:17]=3)=[CH:19][CH:20]=[CH:21][CH:22]=4)=[O:25])=[N:12][C:8]=2[CH:7]=[CH:6][CH:5]=1. The yield is 0.410. (2) The reactants are [C:1]([C:5]1[CH:10]=[CH:9][CH:8]=[C:7]([C:11]([CH3:14])([CH3:13])[CH3:12])[C:6]=1[OH:15])([CH3:4])([CH3:3])[CH3:2].C([Li])CCC.[Cl:21][Ti:22](Cl)([Cl:33])[C:23]1([CH3:32])[C:27]([CH3:28])=[C:26]([CH3:29])[C:25]([CH3:30])=[C:24]1[CH3:31]. The catalyst is C(OCC)C. The product is [Cl:21][Ti:22]([Cl:33])([C:23]1([CH3:32])[C:24]([CH3:31])=[C:25]([CH3:30])[C:26]([CH3:29])=[C:27]1[CH3:28])[O:15][C:6]1[C:5]([C:1]([CH3:4])([CH3:3])[CH3:2])=[CH:10][CH:9]=[CH:8][C:7]=1[C:11]([CH3:14])([CH3:13])[CH3:12]. The yield is 0.690. (3) The reactants are [CH3:1][N:2]([CH3:26])[CH2:3][CH2:4][N:5]([CH3:25])[C:6]1[S:7][C:8]2[CH:14]=[C:13]([NH:15][C:16](=[O:24])[C:17]3[CH:22]=[CH:21][C:20](I)=[CH:19][CH:18]=3)[CH:12]=[CH:11][C:9]=2[N:10]=1.[Cl:27][C:28]1[CH:33]=[C:32]([Cl:34])[CH:31]=[CH:30][C:29]=1B(O)O. No catalyst specified. The product is [CH3:1][N:2]([CH3:26])[CH2:3][CH2:4][N:5]([CH3:25])[C:6]1[S:7][C:8]2[CH:14]=[C:13]([NH:15][C:16]([C:17]3[CH:22]=[CH:21][C:20]([C:31]4[CH:30]=[CH:29][C:28]([Cl:27])=[CH:33][C:32]=4[Cl:34])=[CH:19][CH:18]=3)=[O:24])[CH:12]=[CH:11][C:9]=2[N:10]=1. The yield is 0.430. (4) The reactants are [NH2:1][C:2]1[CH:9]=[CH:8][C:5]([C:6]#[N:7])=[C:4]([Cl:10])[CH:3]=1.[OH:11][C:12]1([CH3:20])[CH2:17][C:16](=[O:18])[O:15][C:14](=[O:19])[CH2:13]1.Cl. The catalyst is C1COCC1. The product is [Cl:10][C:4]1[CH:3]=[C:2]([NH:1][C:16](=[O:18])[CH2:17][C:12]([OH:11])([CH3:20])[CH2:13][C:14]([OH:19])=[O:15])[CH:9]=[CH:8][C:5]=1[C:6]#[N:7]. The yield is 0.738. (5) The reactants are [CH3:1][C:2]1[C:3]([N:8]2[CH2:13][CH2:12][CH:11]([C:14]([OH:16])=O)[CH2:10][CH2:9]2)=[N:4][CH:5]=[CH:6][CH:7]=1.C(Cl)(=O)C(Cl)=O.[CH3:23][C:24]1[CH:25]=[CH:26][C:27]2[NH:36][CH2:35][CH2:34][C:33]3[N:32]=[C:31]([N:37]4[CH2:42][CH2:41][O:40][CH2:39][CH2:38]4)[NH:30][C:29]=3[C:28]=2[CH:43]=1.C(N(CC)CC)C. The catalyst is C(Cl)Cl.CN(C=O)C. The product is [CH3:23][C:24]1[CH:25]=[CH:26][C:27]2[N:36]([C:14]([CH:11]3[CH2:10][CH2:9][N:8]([C:3]4[C:2]([CH3:1])=[CH:7][CH:6]=[CH:5][N:4]=4)[CH2:13][CH2:12]3)=[O:16])[CH2:35][CH2:34][C:33]3[N:32]=[C:31]([N:37]4[CH2:38][CH2:39][O:40][CH2:41][CH2:42]4)[NH:30][C:29]=3[C:28]=2[CH:43]=1. The yield is 0.330. (6) The reactants are Cl[C:2]1[N:7]2[N:8]=[CH:9][C:10]([C:11]3[C:16]([CH3:17])=[CH:15][C:14]([CH3:18])=[CH:13][C:12]=3[CH3:19])=[C:6]2[N:5]=[C:4]([CH3:20])[CH:3]=1.[CH2:21]([CH:23]([NH2:26])[CH2:24][CH3:25])[CH3:22]. The catalyst is CN1CCCC1=O. The product is [CH2:21]([CH:23]([NH:26][C:2]1[N:7]2[N:8]=[CH:9][C:10]([C:11]3[C:16]([CH3:17])=[CH:15][C:14]([CH3:18])=[CH:13][C:12]=3[CH3:19])=[C:6]2[N:5]=[C:4]([CH3:20])[CH:3]=1)[CH2:24][CH3:25])[CH3:22]. The yield is 0.870. (7) The reactants are Br[C:2]1[CH:3]=[CH:4][CH:5]=[C:6]2[C:11]=1[N:10]=[CH:9][CH:8]=[C:7]2[Cl:12].[CH2:13](N(CC)CC)[CH3:14]. The catalyst is C(O)C. The product is [Cl:12][C:7]1[C:6]2[C:11](=[C:2]([CH:13]=[CH2:14])[CH:3]=[CH:4][CH:5]=2)[N:10]=[CH:9][CH:8]=1. The yield is 0.270. (8) The catalyst is ClC(Cl)(Cl)Cl. The yield is 0.680. The product is [Cl:1][C:2]1[CH:7]=[C:6]([Cl:8])[CH:5]=[CH:4][C:3]=1[C@H:9]1[C:14]([C:15]([O:17][C@H:18]([CH3:25])[C:19]([O:21][CH:22]([CH3:24])[CH3:23])=[O:20])=[O:16])=[C:13]([CH2:26][Br:39])[NH:12][C:11]([C:27]2[S:28][CH:29]=[CH:30][N:31]=2)=[N:10]1. The reactants are [Cl:1][C:2]1[CH:7]=[C:6]([Cl:8])[CH:5]=[CH:4][C:3]=1[C@H:9]1[C:14]([C:15]([O:17][C@H:18]([CH3:25])[C:19]([O:21][CH:22]([CH3:24])[CH3:23])=[O:20])=[O:16])=[C:13]([CH3:26])[NH:12][C:11]([C:27]2[S:28][CH:29]=[CH:30][N:31]=2)=[N:10]1.C1C(=O)N([Br:39])C(=O)C1. (9) The reactants are [CH3:1][O:2][C:3]([CH:5]1[CH2:10][NH:9][CH2:8][C:7](=[O:11])[N:6]1[CH2:12][C:13]1[CH:18]=[CH:17][C:16]([C:19]#[N:20])=[C:15]([N:21]=[C:22](C2C=CC=CC=2)C2C=CC=CC=2)[CH:14]=1)=[O:4].C([O-])([O-])=O.[K+].[K+].C(OC([N:48]1[C:56]2[C:51](=[CH:52][C:53]([Cl:57])=[CH:54][CH:55]=2)[CH:50]=[C:49]1[CH2:58]Br)=O)(C)(C)C.CC#[N:62]. The catalyst is C(OCC)C.O. The product is [CH3:1][O:2][C:3]([CH:5]1[CH2:10][N:9]([CH2:58][C:49]2[NH:48][C:56]3[C:51]([CH:50]=2)=[CH:52][C:53]([Cl:57])=[CH:54][CH:55]=3)[CH2:8][C:7](=[O:11])[N:6]1[CH2:12][C:13]1[CH:14]=[C:15]2[C:16]([C:19]([NH2:20])=[N:62][CH:22]=[N:21]2)=[CH:17][CH:18]=1)=[O:4]. The yield is 0.550. (10) The reactants are [F:1][C:2]1[CH:7]=[CH:6][C:5]([OH:8])=[CH:4][CH:3]=1.C([O-])([O-])=O.[K+].[K+].Br[CH2:16][CH:17]=[CH2:18]. The catalyst is CC(C)=O. The product is [CH2:18]([O:8][C:5]1[CH:6]=[CH:7][C:2]([F:1])=[CH:3][CH:4]=1)[CH:17]=[CH2:16]. The yield is 0.990.